From a dataset of Hepatocyte clearance measurements from AstraZeneca. Regression/Classification. Given a drug SMILES string, predict its absorption, distribution, metabolism, or excretion properties. Task type varies by dataset: regression for continuous measurements (e.g., permeability, clearance, half-life) or binary classification for categorical outcomes (e.g., BBB penetration, CYP inhibition). For this dataset (clearance_hepatocyte_az), we predict log10(clearance) (log10 of the in vitro intrinsic clearance, CLint, in uL/min per 10^6 hepatocytes; values are censored to the assay range of 3 to 150, which is 0.477 to 2.18 on this log10 scale). (1) The drug is CNc1nc(C)c(-c2nc(Nc3cccc(N4CCCCC4)c3)ncc2C#N)s1. The log10(clearance) is 2.18. (2) The drug is COCCN(C)c1ccc(Nc2ncc3cc(-c4ccncc4)ccc3n2)cc1. The log10(clearance) is 1.61.